From a dataset of Reaction yield outcomes from USPTO patents with 853,638 reactions. Predict the reaction yield, written as a fraction of the theoretical maximum amount of product (1.0 means a 100% yield; for example, 0.34 means a 34% yield). (1) The reactants are [H-].[Na+].[C:3]([C:7]1[CH:12]=[C:11]([CH3:13])[CH:10]=[CH:9][C:8]=1[OH:14])([CH3:6])([CH3:5])[CH3:4].[CH2:15]([O:17][P:18](Cl)(=[O:22])[O:19][CH2:20][CH3:21])[CH3:16]. The catalyst is C1COCC1. The product is [P:18]([O:19][CH2:20][CH3:21])([O:17][CH2:15][CH3:16])([O:14][C:8]1[CH:9]=[CH:10][C:11]([CH3:13])=[CH:12][C:7]=1[C:3]([CH3:6])([CH3:5])[CH3:4])=[O:22]. The yield is 1.00. (2) The reactants are [CH3:1][O:2][C:3]1[N:8]=[CH:7][C:6]([NH:9][C:10]2[N:15]=[CH:14][C:13]([CH2:16][CH2:17][OH:18])=[CH:12][C:11]=2[C:19]2[N:27]=[C:26]([CH3:28])[N:25]=[C:24]3[C:20]=2[N:21]=[CH:22][N:23]3C2CCCCO2)=[CH:5][CH:4]=1.C(O)(C(F)(F)F)=O. The catalyst is CO. The product is [CH3:1][O:2][C:3]1[N:8]=[CH:7][C:6]([NH:9][C:10]2[N:15]=[CH:14][C:13]([CH2:16][CH2:17][OH:18])=[CH:12][C:11]=2[C:19]2[N:27]=[C:26]([CH3:28])[N:25]=[C:24]3[C:20]=2[N:21]=[CH:22][NH:23]3)=[CH:5][CH:4]=1. The yield is 0.350. (3) The reactants are C([O:8][C:9]1[CH:14]([OH:15])[N:13]=[C:12]([CH2:16][C:17]2[CH:22]=[CH:21][CH:20]=[CH:19][C:18]=2[C:23]2[CH:28]=[CH:27][CH:26]=[CH:25][C:24]=2[Cl:29])[N:11]2[CH2:30][CH2:31][N:32]([CH:35]([CH3:37])[CH3:36])[C:33](=[O:34])[C:10]=12)C1C=CC=CC=1.C1(C2C=CC=CC=2)C=CC=CC=1CC1N2CCN(C)C(=O)C2=C(O)C(=O)N=1. No catalyst specified. The product is [Cl:29][C:24]1[CH:25]=[CH:26][CH:27]=[CH:28][C:23]=1[C:18]1[CH:19]=[CH:20][CH:21]=[CH:22][C:17]=1[CH2:16][C:12]1[N:11]2[CH2:30][CH2:31][N:32]([CH:35]([CH3:37])[CH3:36])[C:33](=[O:34])[C:10]2=[C:9]([OH:8])[C:14](=[O:15])[N:13]=1. The yield is 0.371. (4) The reactants are [CH2:1]([O:8][C:9](=[O:27])[NH:10][CH2:11][CH2:12][CH2:13][CH2:14][C:15]1[CH:20]=[CH:19][C:18]([O:21][CH2:22][CH2:23][CH2:24][C:25]#[N:26])=[CH:17][CH:16]=1)[C:2]1[CH:7]=[CH:6][CH:5]=[CH:4][CH:3]=1.[N-:28]=[N+:29]=[N-:30].[Na+].[Cl-].[NH4+]. The catalyst is CN(C=O)C. The product is [CH2:1]([O:8][C:9](=[O:27])[NH:10][CH2:11][CH2:12][CH2:13][CH2:14][C:15]1[CH:20]=[CH:19][C:18]([O:21][CH2:22][CH2:23][CH2:24][C:25]2[NH:30][N:29]=[N:28][N:26]=2)=[CH:17][CH:16]=1)[C:2]1[CH:7]=[CH:6][CH:5]=[CH:4][CH:3]=1. The yield is 0.760. (5) The reactants are [CH3:1][C:2]1[S:6][C:5]([C:7]([O:9][CH3:10])=[O:8])=[CH:4][CH:3]=1.[N+:11]([O-])([OH:13])=[O:12]. The catalyst is S(=O)(=O)(O)O. The product is [N+:11]([C:3]1[CH:4]=[C:5]([C:7]([O:9][CH3:10])=[O:8])[S:6][C:2]=1[CH3:1])([O-:13])=[O:12]. The yield is 0.440.